Task: Predict which catalyst facilitates the given reaction.. Dataset: Catalyst prediction with 721,799 reactions and 888 catalyst types from USPTO (1) Reactant: Cl.CN(C)CCCN=C=NCC.[CH3:13][O:14][C:15](=[O:23])[CH2:16][CH2:17][CH2:18][CH2:19][C:20]([OH:22])=O.Cl.[NH2:25][CH2:26][C:27]([C:29]1[CH:34]=[C:33]([Cl:35])[CH:32]=[CH:31][C:30]=1[O:36][CH3:37])=[O:28].C(N(CC)CC)C. Product: [CH3:13][O:14][C:15](=[O:23])[CH2:16][CH2:17][CH2:18][CH2:19][C:20](=[O:22])[NH:25][CH2:26][C:27]([C:29]1[CH:34]=[C:33]([Cl:35])[CH:32]=[CH:31][C:30]=1[O:36][CH3:37])=[O:28]. The catalyst class is: 143. (2) Reactant: [Br:1][C:2]1[CH:3]=[CH:4][C:5]([O:14][CH2:15][CH:16]([CH3:18])[CH3:17])=[C:6]([CH:13]=1)[CH2:7]OS(C)(=O)=O.[CH3:19][O:20][C:21]([C:23]1[CH:24]=[C:25]2[C:29](=[CH:30][CH:31]=1)[NH:28][N:27]=[C:26]2[CH3:32])=[O:22].C(=O)([O-])[O-].[Cs+].[Cs+]. Product: [CH3:19][O:20][C:21]([C:23]1[CH:24]=[C:25]2[C:29](=[CH:30][CH:31]=1)[N:28]([CH2:7][C:6]1[CH:13]=[C:2]([Br:1])[CH:3]=[CH:4][C:5]=1[O:14][CH2:15][CH:16]([CH3:18])[CH3:17])[N:27]=[C:26]2[CH3:32])=[O:22]. The catalyst class is: 3. (3) The catalyst class is: 1. Reactant: C([Mg]Cl)(C)C.C(OCC)C.[CH2:11]([O:18][C:19]1[CH:24]=[CH:23][C:22]([Cl:25])=[CH:21][C:20]=1I)[C:12]1[CH:17]=[CH:16][CH:15]=[CH:14][CH:13]=1.[B:27](OC)([O:30]C)[O:28]C.Cl. Product: [CH2:11]([O:18][C:19]1[CH:24]=[CH:23][C:22]([Cl:25])=[CH:21][C:20]=1[B:27]([OH:30])[OH:28])[C:12]1[CH:17]=[CH:16][CH:15]=[CH:14][CH:13]=1. (4) Reactant: [CH2:1]=O.[Cl:3][C:4]1[CH:5]=[CH:6][C:7]([CH3:36])=[C:8]([NH:10][C:11]([C:13]2[N:14]=[CH:15][NH:16][C:17]=2[C:18]([NH:20][C:21]2[NH:25][C:24]3[CH:26]=[C:27]([N:30]4[CH2:35][CH2:34][NH:33][CH2:32][CH2:31]4)[CH:28]=[CH:29][C:23]=3[N:22]=2)=[O:19])=[O:12])[CH:9]=1.[Na]. Product: [Cl:3][C:4]1[CH:5]=[CH:6][C:7]([CH3:36])=[C:8]([NH:10][C:11]([C:13]2[N:14]=[CH:15][NH:16][C:17]=2[C:18]([NH:20][C:21]2[NH:22][C:23]3[CH:29]=[CH:28][C:27]([N:30]4[CH2:31][CH2:32][N:33]([CH3:1])[CH2:34][CH2:35]4)=[CH:26][C:24]=3[N:25]=2)=[O:19])=[O:12])[CH:9]=1. The catalyst class is: 3.